From a dataset of Forward reaction prediction with 1.9M reactions from USPTO patents (1976-2016). Predict the product of the given reaction. (1) Given the reactants C[O:2][C:3]1[CH:8]=[CH:7][N:6]=[CH:5][CH:4]=1.[Br:9][CH2:10][CH2:11][C:12](Cl)=[O:13].Cl.[F:16][C:17]1[CH:22]=[CH:21][C:20]([Mg]Br)=[CH:19][CH:18]=1, predict the reaction product. The product is: [Br:9][CH2:10][CH2:11][C:12]([N:6]1[CH:7]=[CH:8][C:3](=[O:2])[CH2:4][CH:5]1[C:20]1[CH:21]=[CH:22][C:17]([F:16])=[CH:18][CH:19]=1)=[O:13]. (2) Given the reactants [C:1]([NH:4][C:5]1[CH:27]=[CH:26][C:8]2[CH2:9][CH:10]([CH3:25])[N:11]([C:21]([NH:23][CH3:24])=[O:22])[N:12]=[C:13]([C:14]3[CH:19]=[CH:18][C:17](Cl)=[CH:16][CH:15]=3)[C:7]=2[CH:6]=1)(=[O:3])[CH3:2].[CH3:28][C:29]1[C:33](B(O)O)=[C:32]([CH3:37])[O:31][N:30]=1.[F-].[K+], predict the reaction product. The product is: [C:1]([NH:4][C:5]1[CH:27]=[CH:26][C:8]2[CH2:9][CH:10]([CH3:25])[N:11]([C:21]([NH:23][CH3:24])=[O:22])[N:12]=[C:13]([C:14]3[CH:19]=[CH:18][C:17]([C:33]4[C:29]([CH3:28])=[N:30][O:31][C:32]=4[CH3:37])=[CH:16][CH:15]=3)[C:7]=2[CH:6]=1)(=[O:3])[CH3:2]. (3) Given the reactants [CH3:1][N:2]1[C:6]([Sn](CCCC)(CCCC)CCCC)=[CH:5][N:4]=[N:3]1.Br[C:21]1[CH:22]=[C:23]([C:27]([O:29][CH3:30])=[O:28])[S:24][C:25]=1[Cl:26].C(N(CC)CC)C, predict the reaction product. The product is: [Cl:26][C:25]1[S:24][C:23]([C:27]([O:29][CH3:30])=[O:28])=[CH:22][C:21]=1[C:6]1[N:2]([CH3:1])[N:3]=[N:4][CH:5]=1. (4) Given the reactants [H-].[Na+].[CH3:3][O:4][C:5]([C:7]1[C:15]2[C:10](=[CH:11][CH:12]=[CH:13][CH:14]=2)[NH:9][CH:8]=1)=[O:6].[CH2:16](I)[CH3:17].O.[CH2:20]1COCC1, predict the reaction product. The product is: [CH2:3]([O:4][C:5]([C:7]1[C:15]2[C:10](=[CH:11][CH:12]=[CH:13][CH:14]=2)[N:9]([CH2:16][CH3:17])[CH:8]=1)=[O:6])[CH3:20]. (5) The product is: [CH3:19][N:20]1[C:3](=[O:18])[CH2:4][C@@:5]2([C:13]3[C:8](=[CH:9][CH:10]=[C:11]([N+:14]([O-:16])=[O:15])[CH:12]=3)[CH2:7][CH2:6]2)[N:17]=[C:21]1[NH:23][C:24](=[O:30])[O:25][C:26]([CH3:28])([CH3:27])[CH3:29]. Given the reactants CO[C:3](=[O:18])[CH2:4][C@:5]1([NH2:17])[C:13]2[C:8](=[CH:9][CH:10]=[C:11]([N+:14]([O-:16])=[O:15])[CH:12]=2)[CH2:7][CH2:6]1.[CH3:19][NH:20][C:21]([NH:23][C:24](=[O:30])[O:25][C:26]([CH3:29])([CH3:28])[CH3:27])=S, predict the reaction product. (6) Given the reactants [CH3:16][C:11]1([CH3:17])[C:12]([CH3:15])([CH3:14])[O:13][B:9]([B:9]2[O:13][C:12]([CH3:15])([CH3:14])[C:11]([CH3:17])([CH3:16])[O:10]2)[O:10]1.[NH2:19][C:20](=[O:47])[C@@H:21]([NH:30][C:31]([C:33]1([NH:39][C:40](=[O:46])[O:41][C:42]([CH3:45])([CH3:44])[CH3:43])[CH2:38][CH2:37][O:36][CH2:35][CH2:34]1)=[O:32])[CH2:22][C:23]1[CH:28]=[CH:27][C:26](I)=[CH:25][CH:24]=1.C([O-])(=O)C.[K+], predict the reaction product. The product is: [NH2:19][C:20](=[O:47])[C@@H:21]([NH:30][C:31]([C:33]1([NH:39][C:40](=[O:46])[O:41][C:42]([CH3:43])([CH3:45])[CH3:44])[CH2:34][CH2:35][O:36][CH2:37][CH2:38]1)=[O:32])[CH2:22][C:23]1[CH:28]=[CH:27][C:26]([B:9]2[O:10][C:11]([CH3:16])([CH3:17])[C:12]([CH3:14])([CH3:15])[O:13]2)=[CH:25][CH:24]=1.